From a dataset of Forward reaction prediction with 1.9M reactions from USPTO patents (1976-2016). Predict the product of the given reaction. The product is: [CH2:1]([O:3][C:4]([C:6]1[N:7]([CH3:13])[N:8]=[C:9]([CH2:11][CH3:12])[C:10]=1[Cl:15])=[O:5])[CH3:2]. Given the reactants [CH2:1]([O:3][C:4]([C:6]1[N:7]([CH3:13])[N:8]=[C:9]([CH2:11][CH3:12])[CH:10]=1)=[O:5])[CH3:2].C(Cl)[Cl:15], predict the reaction product.